Binary Classification. Given a miRNA mature sequence and a target amino acid sequence, predict their likelihood of interaction. From a dataset of Experimentally validated miRNA-target interactions with 360,000+ pairs, plus equal number of negative samples. (1) The miRNA is hsa-miR-4640-3p with sequence CACCCCCUGUUUCCUGGCCCAC. The protein sequence of the target gene is MASPLTRFLSLNLLLLGESIILGSGEAKPQAPELRIFPKKMDAELGQKVDLVCEVLGSVSQGCSWLFQNSSSKLPQPTFVVYMASSHNKITWDEKLNSSKLFSAMRDTNNKYVLTLNKFSKENEGYYFCSVISNSVMYFSSVVPVLQKVNSTTTKPVLRTPSPVHPTGTSQPQRPEDCRPRGSVKGTGLDFACDIYIWAPLAGICVALLLSLIITLICYHRSRKRVCKCPRPLVRQEGKPRPSEKIV. Result: 0 (no interaction). (2) The miRNA is hsa-miR-6720-5p with sequence UUCCAGCCCUGGUAGGCGCCGCG. The protein sequence of the target gene is MLQKPKSVKLRALRSPRKFGVAGRSCQEVLRKGCLRFQLPERGSRLCLYEDGTELTEDYFPSVPDNAELVLLTLGQAWQGYVSDIRRFLSAFHEPQVGLIQAAQQLLCDEQAPQRQRLLADLLHNVSQNIAAETRAEDPPWFEGLESRFQSKSGYLRYSCESRIRSYLREVSSYPSTVGAEAQEEFLRVLGSMCQRLRSMQYNGSYFDRGAKGGSRLCTPEGWFSCQGPFDMDSCLSRHSINPYSNRESRILFSTWNLDHIIEKKRTIIPTLVEAIKEQDGREVDWEYFYGLLFTSENLK.... Result: 1 (interaction). (3) The miRNA is hsa-miR-519d-5p with sequence CCUCCAAAGGGAAGCGCUUUCUGUU. The protein sequence of the target gene is MGSGRVPGLCLLVLLVHARAAQYSKAAQDVDECVEGTDNCHIDAICQNTPRSYKCICKSGYTGDGKHCKDVDECEREDNAGCVHDCVNIPGNYRCTCYDGFHLAHDGHNCLDVDECAEGNGGCQQSCVNMMGSYECHCREGFFLSDNQHTCIQRPEEGMNCMNKNHGCAHICRETPKGGIACECRPGFELTKNQRDCKLTCNYGNGGCQHTCDDTEQGPRCGCHIKFVLHTDGKTCIETCAVNNGGCDSKCHDAATGVHCTCPVGFMLQPDRKTCKDIDECRLNNGGCDHICRNTVGSFE.... Result: 1 (interaction). (4) The miRNA is hsa-miR-518f-5p with sequence CUCUAGAGGGAAGCACUUUCUC. The protein sequence of the target gene is MMFWRKLPKALFIGLTLAIAVNLLLVFSSKGTLQNLFTGGLHRELPLHLNKRYGAVIKRLSHLEVELQDLKESMKLALRQQENVNSTLKRAKDEVRPLLKAMETKVNETKKHKTQMKLFPHSQLFRQWGEDLSEAQQKAAQDLFRKFGYNAYLSNQLPLNRTIPDTRDYRCLRKTYPSQLPSLSVILIFVNEALSIIQRAITSIINRTPSRLLKEIILVDDFSSNGELKVHLDEKIKLYNQKYPGLLKIIRHPERKGLAQARNTGWEAATADVVAILDAHIEVNVGWAEPILARIQEDRT.... Result: 0 (no interaction).